This data is from Forward reaction prediction with 1.9M reactions from USPTO patents (1976-2016). The task is: Predict the product of the given reaction. (1) Given the reactants [CH2:1]([O:3][C:4](=[O:28])[CH:5]=CC1C=CC(CNC(=O)C2C=CC(N3CCCC3)=CC=2)=CC=1)C.[N:29]1[CH:34]=[CH:33][CH:32]=[C:31]([CH2:35][O:36][C:37](=[O:48])[NH:38][CH2:39][C:40]2[CH:45]=[CH:44][C:43]([CH2:46]O)=[CH:42][CH:41]=2)[CH:30]=1, predict the reaction product. The product is: [CH3:1][O:3][C:4](=[O:28])[CH:5]=[CH:46][C:43]1[CH:44]=[CH:45][C:40]([CH2:39][NH:38][C:37]([O:36][CH2:35][C:31]2[CH:30]=[N:29][CH:34]=[CH:33][CH:32]=2)=[O:48])=[CH:41][CH:42]=1. (2) Given the reactants [C:1]([O:5][C:6]([NH:8][C@@H:9]([CH2:13][CH2:14][CH2:15][CH3:16])[C:10]([OH:12])=O)=[O:7])([CH3:4])([CH3:3])[CH3:2].CN1CCCCC1.ClC(OCC)=O.Cl.[CH3:31][NH:32][O:33][CH3:34], predict the reaction product. The product is: [CH3:34][O:33][N:32]([CH3:31])[C:10]([C@@H:9]([NH:8][C:6](=[O:7])[O:5][C:1]([CH3:2])([CH3:3])[CH3:4])[CH2:13][CH2:14][CH2:15][CH3:16])=[O:12]. (3) Given the reactants [C:1]([O:5][C:6](=[O:21])[NH:7][C:8]1[CH:13]=[CH:12][C:11]([C:14]2[CH:19]=[CH:18][CH:17]=[CH:16][N:15]=2)=[CH:10][C:9]=1[NH2:20])([CH3:4])([CH3:3])[CH3:2].[Cl:22][C:23]1[CH:27]=[CH:26][S:25][C:24]=1[C:28]1[O:33]C(C)(C)[O:31][C:30](=O)[CH:29]=1, predict the reaction product. The product is: [C:1]([O:5][C:6](=[O:21])[NH:7][C:8]1[CH:13]=[CH:12][C:11]([C:14]2[CH:19]=[CH:18][CH:17]=[CH:16][N:15]=2)=[CH:10][C:9]=1[NH:20][C:30](=[O:31])[CH2:29][C:28]([C:24]1[S:25][CH:26]=[CH:27][C:23]=1[Cl:22])=[O:33])([CH3:4])([CH3:2])[CH3:3]. (4) The product is: [NH:7]([C:8]([NH:9][N:10]=[C:21]1[C:20]2[C:15](=[CH:16][CH:17]=[C:18]([S:23][CH2:24][CH2:25][CH2:26][C:27]3[CH:28]=[CH:29][C:30]([C:31]([OH:33])=[O:32])=[CH:34][CH:35]=3)[CH:19]=2)[N:14]([CH2:36][CH2:37][CH2:38][CH2:39][CH3:40])[C:13]1=[O:12])=[O:11])[C:1]1[CH:2]=[CH:3][CH:4]=[CH:5][CH:6]=1. Given the reactants [C:1]1([NH:7][C:8](=[O:11])[NH:9][NH2:10])[CH:6]=[CH:5][CH:4]=[CH:3][CH:2]=1.[O:12]=[C:13]1[C:21](=O)[C:20]2[C:15](=[CH:16][CH:17]=[C:18]([S:23][CH2:24][CH2:25][CH2:26][C:27]3[CH:35]=[CH:34][C:30]([C:31]([OH:33])=[O:32])=[CH:29][CH:28]=3)[CH:19]=2)[N:14]1[CH2:36][CH2:37][CH2:38][CH2:39][CH3:40], predict the reaction product.